Task: Predict the product of the given reaction.. Dataset: Forward reaction prediction with 1.9M reactions from USPTO patents (1976-2016) (1) Given the reactants [F:1][C:2]1[CH:27]=[CH:26][CH:25]=[C:24]([F:28])[C:3]=1[C:4]([NH:6][C:7]1[C:8]([C:12]2[NH:16][C:15]3[CH:17]=[CH:18][CH:19]=[C:20]([C:21](O)=[O:22])[C:14]=3[N:13]=2)=[N:9][NH:10][CH:11]=1)=[O:5].[CH3:29][N:30]1[CH2:35][CH2:34][NH:33][CH2:32][CH2:31]1.C(Cl)CCl.C1C=CC2N(O)N=NC=2C=1, predict the reaction product. The product is: [F:1][C:2]1[CH:27]=[CH:26][CH:25]=[C:24]([F:28])[C:3]=1[C:4]([NH:6][C:7]1[C:8]([C:12]2[NH:16][C:15]3[CH:17]=[CH:18][CH:19]=[C:20]([C:21]([N:33]4[CH2:34][CH2:35][N:30]([CH3:29])[CH2:31][CH2:32]4)=[O:22])[C:14]=3[N:13]=2)=[N:9][NH:10][CH:11]=1)=[O:5]. (2) Given the reactants C(O)(=O)C.[CH3:5][O:6][C:7]1[CH:19]=[C:18]([N+:20]([O-])=O)[CH:17]=[CH:16][C:8]=1[O:9][C:10]1[N:15]=[CH:14][CH:13]=[CH:12][N:11]=1, predict the reaction product. The product is: [CH3:5][O:6][C:7]1[CH:19]=[C:18]([CH:17]=[CH:16][C:8]=1[O:9][C:10]1[N:11]=[CH:12][CH:13]=[CH:14][N:15]=1)[NH2:20].